Dataset: Catalyst prediction with 721,799 reactions and 888 catalyst types from USPTO. Task: Predict which catalyst facilitates the given reaction. (1) Reactant: [C:1]([C:5]1[CH:9]=[C:8]([NH:10][C:11]([NH:13][C:14]2[CH:19]=[CH:18][CH:17]=[CH:16][C:15]=2[F:20])=[O:12])[N:7]([C:21]2[CH:22]=[C:23]([CH:29]=[CH:30][CH:31]=2)[C:24](OCC)=[O:25])[N:6]=1)([CH3:4])([CH3:3])[CH3:2].[H-].[H-].[H-].[H-].[Li+].[Al+3]. Product: [C:1]([C:5]1[CH:9]=[C:8]([NH:10][C:11]([NH:13][C:14]2[CH:19]=[CH:18][CH:17]=[CH:16][C:15]=2[F:20])=[O:12])[N:7]([C:21]2[CH:31]=[CH:30][CH:29]=[C:23]([CH2:24][OH:25])[CH:22]=2)[N:6]=1)([CH3:4])([CH3:2])[CH3:3]. The catalyst class is: 1. (2) Reactant: [Cl:1][C:2]1[CH:13]=[CH:12][CH:11]=[CH:10][C:3]=1[CH2:4][N:5]([CH3:9])[C:6](=[O:8])[CH3:7].[Li+].C[Si]([N-][Si](C)(C)C)(C)C.[C:24](OC)(=[O:29])[C:25]([O:27][CH3:28])=[O:26].Cl. Product: [CH3:28][O:27][C:25](=[O:26])[C:24]([OH:29])=[CH:7][C:6](=[O:8])[N:5]([CH2:4][C:3]1[CH:10]=[CH:11][CH:12]=[CH:13][C:2]=1[Cl:1])[CH3:9]. The catalyst class is: 1.